This data is from Reaction yield outcomes from USPTO patents with 853,638 reactions. The task is: Predict the reaction yield, written as a fraction of the theoretical maximum amount of product (1.0 means a 100% yield; for example, 0.34 means a 34% yield). The reactants are [O:1]=[C:2]1[CH:7]2[CH2:8][CH:4]([CH2:5][CH:6]2[C:9]([OH:11])=O)[O:3]1.Cl.[CH2:13]([O:15][C:16]([C:18]1([NH2:23])[CH2:20][CH:19]1[CH:21]=[CH2:22])=[O:17])[CH3:14].CN(C(ON1N=NC2C=CC=NC1=2)=[N+](C)C)C.F[P-](F)(F)(F)(F)F.CCN(C(C)C)C(C)C. The catalyst is CN(C=O)C.C(Cl)Cl. The product is [CH2:13]([O:15][C:16]([C:18]1([NH:23][C:9]([CH:6]2[CH2:5][CH:4]3[CH2:8][CH:7]2[C:2](=[O:1])[O:3]3)=[O:11])[CH2:20][CH:19]1[CH:21]=[CH2:22])=[O:17])[CH3:14]. The yield is 0.990.